Dataset: Full USPTO retrosynthesis dataset with 1.9M reactions from patents (1976-2016). Task: Predict the reactants needed to synthesize the given product. (1) The reactants are: [C:1]([N:8]1[CH2:13][CH2:12][CH:11]([OH:14])[CH2:10][CH2:9]1)(OC(C)(C)C)=O.C(O)(C(F)(F)F)=O.BrC[CH2:24][O:25][C:26]1[C:31]([O:32][CH2:33][CH2:34][CH:35]([C:37]2[CH:42]=[CH:41][C:40]([F:43])=[CH:39][CH:38]=2)[CH3:36])=[C:30]([O:44][CH3:45])[C:29]([Cl:46])=[C:28]([CH3:47])[C:27]=1[C:48](=[O:50])[CH3:49].C([O-])([O-])=O.[Cs+].[Cs+]. Given the product [Cl:46][C:29]1[C:28]([CH3:47])=[C:27]([C:48](=[O:50])[CH3:49])[C:26]([O:25][CH2:24][CH2:1][N:8]2[CH2:9][CH2:10][CH:11]([OH:14])[CH2:12][CH2:13]2)=[C:31]([O:32][CH2:33][CH2:34][CH:35]([C:37]2[CH:42]=[CH:41][C:40]([F:43])=[CH:39][CH:38]=2)[CH3:36])[C:30]=1[O:44][CH3:45], predict the reactants needed to synthesize it. (2) Given the product [Cl:21][C:18]1[N:19]=[CH:20][C:15]([N:12]2[CH:2]=[C:1]([C:3]3[C:11]4[C:6](=[CH:7][CH:8]=[CH:9][CH:10]=4)[NH:5][N:4]=3)[N:14]=[N:13]2)=[CH:16][CH:17]=1, predict the reactants needed to synthesize it. The reactants are: [C:1]([C:3]1[C:11]2[C:6](=[CH:7][CH:8]=[CH:9][CH:10]=2)[NH:5][N:4]=1)#[CH:2].[N:12]([C:15]1[CH:16]=[CH:17][C:18]([Cl:21])=[N:19][CH:20]=1)=[N+:13]=[N-:14]. (3) Given the product [CH3:1][C:2]1[C:11]2[N:10]3[CH:12]=[CH:13][CH:14]=[C:9]3[C:8](=[O:15])[N:7]([CH2:16][C:17]([OH:19])=[O:18])[C:6]=2[N:5]=[CH:4][CH:3]=1, predict the reactants needed to synthesize it. The reactants are: [CH3:1][C:2]1[C:11]2[N:10]3[CH:12]=[CH:13][CH:14]=[C:9]3[C:8](=[O:15])[N:7]([CH2:16][C:17]([O:19]C)=[O:18])[C:6]=2[N:5]=[CH:4][CH:3]=1.[Li+].[OH-]. (4) Given the product [O:12]1[C:5]2([CH2:4][CH2:10][CH:8]([C:9]#[N:2])[CH2:7][CH2:6]2)[O:13][CH2:14][CH2:15]1, predict the reactants needed to synthesize it. The reactants are: Cl.[N:2]12C[CH:6]3[CH2:7][CH:8]([CH2:10][CH:4]([C@@H:5]3[OH:12])C1)[CH2:9]2.[O:13]1C2(CCC(=O)CC2)O[CH2:15][CH2:14]1.CC1C=CC(S(C[N+]#[C-])(=O)=O)=CC=1.